This data is from Catalyst prediction with 721,799 reactions and 888 catalyst types from USPTO. The task is: Predict which catalyst facilitates the given reaction. (1) Reactant: [Li]CCCC.Br[C:7]1[CH:12]=[C:11]([CH:13]([C:18]([CH3:21])([CH3:20])[CH3:19])[O:14][SiH:15]([CH3:17])[CH3:16])[CH:10]=[C:9]([CH:22]([C:27]([CH3:30])([CH3:29])[CH3:28])[O:23][SiH:24]([CH3:26])[CH3:25])[CH:8]=1.[CH3:31][C:32]([CH3:34])=[O:33].[NH4+].[Cl-]. Product: [OH:33][C:32]([C:7]1[CH:12]=[C:11]([CH:13]([C:18]([CH3:20])([CH3:19])[CH3:21])[O:14][SiH:15]([CH3:17])[CH3:16])[CH:10]=[C:9]([CH:22]([C:27]([CH3:30])([CH3:28])[CH3:29])[O:23][SiH:24]([CH3:25])[CH3:26])[CH:8]=1)([CH3:34])[CH3:31]. The catalyst class is: 323. (2) Reactant: [CH2:1]=[CH:2][C:3]1[CH:8]=[CH:7][CH:6]=[CH:5][CH:4]=1.[C:9](#[N:12])[CH:10]=[CH2:11].CC(C(C(C(S)(C)C)(C)C)(C)C)C.C(OOC(C1C=CC=CC=1)(C)C)(C1C=CC=CC=1)(C)C.C=CN1C(=O)CCC1. Product: [CH2:11]=[CH:10][C:9]#[N:12].[CH2:1]=[CH:2][C:3]1[CH:8]=[CH:7][CH:6]=[CH:5][CH:4]=1. The catalyst class is: 6. (3) Reactant: [CH2:1]([O:8][C:9]([N:11]1[CH2:23][CH2:22][C:21]2[C:20]3[C:15](=[CH:16][CH:17]=[CH:18][CH:19]=3)[NH:14][C:13]=2[CH:12]1[C:24]1[CH:29]=[CH:28][C:27]2[O:30][CH2:31][O:32][C:26]=2[CH:25]=1)=[O:10])[C:2]1[CH:7]=[CH:6][CH:5]=[CH:4][CH:3]=1.CC(C)([O-:36])C.[K+].O=O.C(O)(=O)C. Product: [CH2:1]([O:8][C:9]([N:11]1[CH2:23][C:22]2[C:21](=[O:36])[C:20]3[CH:19]=[CH:18][CH:17]=[CH:16][C:15]=3[NH:14][C:13]=2[CH:12]1[C:24]1[CH:29]=[CH:28][C:27]2[O:30][CH2:31][O:32][C:26]=2[CH:25]=1)=[O:10])[C:2]1[CH:3]=[CH:4][CH:5]=[CH:6][CH:7]=1. The catalyst class is: 18. (4) Reactant: [NH2:1][C:2]1[N:7]2[N:8]=[CH:9][C:10]([CH:11]=[C:12]3[NH:16][C:15](=[O:17])[NH:14][C:13]3=[O:18])=[C:6]2[N:5]=[C:4]([NH:19][C:20]2[CH:25]=[CH:24][CH:23]=[C:22]([Cl:26])[CH:21]=2)[CH:3]=1.CN(C(ON1N=NC2C=CC=CC1=2)=[N+](C)C)C.F[P-](F)(F)(F)(F)F.CCN(C(C)C)C(C)C.C(OC([N:67]1[CH2:72][CH2:71][CH:70]([C:73](O)=[O:74])[CH2:69][CH2:68]1)=O)(C)(C)C. Product: [Cl:26][C:22]1[CH:21]=[C:20]([NH:19][C:4]2[CH:3]=[C:2]([NH:1][C:73]([CH:70]3[CH2:71][CH2:72][NH:67][CH2:68][CH2:69]3)=[O:74])[N:7]3[N:8]=[CH:9][C:10]([CH:11]=[C:12]4[C:13](=[O:18])[NH:14][C:15](=[O:17])[NH:16]4)=[C:6]3[N:5]=2)[CH:25]=[CH:24][CH:23]=1. The catalyst class is: 136. (5) Reactant: [F:1][C:2]([F:41])([F:40])[C:3]1[CH:4]=[C:5]([CH:33]=[C:34]([C:36]([F:39])([F:38])[F:37])[CH:35]=1)[C:6]([N:8]1[CH2:13][CH2:12][CH:11]([N:14]2[CH2:19][CH2:18][N:17]([C:20](=[O:25])C(F)(F)F)[CH2:16][CH2:15]2)[CH:10]([C:26]2[CH:31]=[CH:30][C:29]([CH3:32])=[CH:28][CH:27]=2)[CH2:9]1)=[O:7].[N:42]1(C(Cl)=O)[CH2:47][CH2:46][O:45][CH2:44][CH2:43]1. Product: [F:1][C:2]([F:41])([F:40])[C:3]1[CH:4]=[C:5]([C:6]([N:8]2[CH2:13][CH2:12][CH:11]([N:14]3[CH2:15][CH2:16][N:17]([C:20]([N:42]4[CH2:47][CH2:46][O:45][CH2:44][CH2:43]4)=[O:25])[CH2:18][CH2:19]3)[CH:10]([C:26]3[CH:31]=[CH:30][C:29]([CH3:32])=[CH:28][CH:27]=3)[CH2:9]2)=[O:7])[CH:33]=[C:34]([C:36]([F:39])([F:37])[F:38])[CH:35]=1. The catalyst class is: 22. (6) The catalyst class is: 10. Product: [N:18]1([C:15]2[C:10]([C:8]([C:3]3[CH:4]=[N:5][N:6]([CH3:7])[C:2]=3[Br:1])=[O:9])=[C:11]([Cl:17])[N:12]=[CH:13][N:14]=2)[CH2:21][CH2:20][CH2:19]1. Reactant: [Br:1][C:2]1[N:6]([CH3:7])[N:5]=[CH:4][C:3]=1[C:8]([C:10]1[C:11]([Cl:17])=[N:12][CH:13]=[N:14][C:15]=1Cl)=[O:9].[NH:18]1[CH2:21][CH2:20][CH2:19]1.C(N(CC)C(C)C)(C)C. (7) Reactant: F[C:2]1[CH:7]=[CH:6][CH:5]=[CH:4][C:3]=1[N+:8]([O-:10])=[O:9].[NH2:11][C:12]1[CH:19]=[C:18]([CH3:20])[CH:17]=[CH:16][C:13]=1[C:14]#[N:15].O.[OH-].[Li+]. Product: [CH3:20][C:18]1[CH:17]=[CH:16][C:13]([C:14]#[N:15])=[C:12]([NH:11][C:2]2[CH:7]=[CH:6][CH:5]=[CH:4][C:3]=2[N+:8]([O-:10])=[O:9])[CH:19]=1. The catalyst class is: 16. (8) Reactant: [CH3:1][CH:2]([CH3:18])[C@@H:3](/[N:10]=[CH:11]/[C:12]1[CH:17]=[CH:16][CH:15]=[CH:14][N:13]=1)[CH2:4][O:5][Si](C)(C)C.[C:19]1([Mg]Br)[CH:24]=[CH:23][CH:22]=[CH:21][CH:20]=1. Product: [CH3:1][CH:2]([CH3:18])[C@@H:3]([NH:10][C@H:11]([C:19]1[CH:24]=[CH:23][CH:22]=[CH:21][CH:20]=1)[C:12]1[CH:17]=[CH:16][CH:15]=[CH:14][N:13]=1)[CH2:4][OH:5]. The catalyst class is: 1. (9) Reactant: OC1C=CC=CN=1.[C:8]([O:12][C:13](=[O:40])[NH:14][C@H:15]([C@@H:33]1[CH2:37][C@@H:36]([CH3:38])[C:35](=[O:39])[O:34]1)[CH2:16][N:17]1[CH2:22][C:21](=[O:23])[N:20]([C:24]2[CH:29]=[CH:28][CH:27]=[CH:26][C:25]=2[Cl:30])[CH2:19][C:18]1([CH3:32])[CH3:31])([CH3:11])([CH3:10])[CH3:9].[CH3:41][C:42]([CH3:46])([CH3:45])[CH2:43][NH2:44]. Product: [C:8]([O:12][C:13](=[O:40])[NH:14][C@@H:15]([CH2:16][N:17]1[CH2:22][C:21](=[O:23])[N:20]([C:24]2[CH:29]=[CH:28][CH:27]=[CH:26][C:25]=2[Cl:30])[CH2:19][C:18]1([CH3:32])[CH3:31])[C@@H:33]([OH:34])[CH2:37][C@H:36]([C:35](=[O:39])[NH:44][CH2:43][C:42]([CH3:46])([CH3:45])[CH3:41])[CH3:38])([CH3:11])([CH3:9])[CH3:10]. The catalyst class is: 6.